From a dataset of Reaction yield outcomes from USPTO patents with 853,638 reactions. Predict the reaction yield, written as a fraction of the theoretical maximum amount of product (1.0 means a 100% yield; for example, 0.34 means a 34% yield). (1) The reactants are Cl[C:2]1[S:3][C:4]([Cl:23])=[C:5]([CH2:7][O:8][N:9]=[C:10]([C:17]2[N:21]([CH3:22])[N:20]=[N:19][N:18]=2)[C:11]2[CH:16]=[CH:15][CH:14]=[CH:13][CH:12]=2)[N:6]=1.N#N.[CH:26]1([C:29]#[CH:30])[CH2:28][CH2:27]1.C(N(C(C)C)C(C)C)C. The catalyst is C1COCC1.CCOC(C)=O.[Cu](I)I.C1C=CC([P]([Pd]([P](C2C=CC=CC=2)(C2C=CC=CC=2)C2C=CC=CC=2)([P](C2C=CC=CC=2)(C2C=CC=CC=2)C2C=CC=CC=2)[P](C2C=CC=CC=2)(C2C=CC=CC=2)C2C=CC=CC=2)(C2C=CC=CC=2)C2C=CC=CC=2)=CC=1. The product is [Cl:23][C:4]1[S:3][C:2]([C:30]#[C:29][CH:26]2[CH2:28][CH2:27]2)=[N:6][C:5]=1[CH2:7][O:8][N:9]=[C:10]([C:17]1[N:21]([CH3:22])[N:20]=[N:19][N:18]=1)[C:11]1[CH:16]=[CH:15][CH:14]=[CH:13][CH:12]=1. The yield is 0.710. (2) The reactants are [CH3:1][O:2][C:3]1[CH:4]=[C:5]([CH:9]=[CH:10][C:11]=1[O:12][CH3:13])[C:6]([OH:8])=[O:7].Cl.[CH2:15]=O. The catalyst is O. The product is [CH3:13][O:12][C:11]1[CH:10]=[C:9]2[C:5](=[CH:4][C:3]=1[O:2][CH3:1])[C:6](=[O:8])[O:7][CH2:15]2. The yield is 0.300.